Dataset: Full USPTO retrosynthesis dataset with 1.9M reactions from patents (1976-2016). Task: Predict the reactants needed to synthesize the given product. (1) Given the product [CH:1]([C:4]1[CH:9]=[CH:8][CH:7]=[CH:6][C:5]=1[CH2:10][CH2:11][C:12]([Cl:17])=[O:14])([CH3:3])[CH3:2], predict the reactants needed to synthesize it. The reactants are: [CH:1]([C:4]1[CH:9]=[CH:8][CH:7]=[CH:6][C:5]=1[CH2:10][CH2:11][C:12]([OH:14])=O)([CH3:3])[CH3:2].S(Cl)([Cl:17])=O. (2) Given the product [N:28]1[N:29]=[C:30]([NH:36][C:21](=[O:22])[CH2:20][N:17]2[CH2:18][CH2:19][CH:15]([N:12]3[CH2:13][CH2:14][CH:9]([C:7](=[O:8])[C:6]4[CH:25]=[CH:26][C:3]([O:2][CH3:1])=[CH:4][CH:5]=4)[CH2:10][CH2:11]3)[C:16]2=[O:24])[N:31]2[CH2:35][CH2:34][S:33][C:32]=12, predict the reactants needed to synthesize it. The reactants are: [CH3:1][O:2][C:3]1[CH:26]=[CH:25][C:6]([C:7]([CH:9]2[CH2:14][CH2:13][N:12]([CH:15]3[CH2:19][CH2:18][N:17]([CH2:20][C:21](O)=[O:22])[C:16]3=[O:24])[CH2:11][CH2:10]2)=[O:8])=[CH:5][CH:4]=1.Br.[N:28]1[N:29]=[C:30]([NH2:36])[N:31]2[CH2:35][CH2:34][S:33][C:32]=12.C(N(C(C)C)CC)(C)C.CN(C(ON1N=NC2C=CC=NC1=2)=[N+](C)C)C.F[P-](F)(F)(F)(F)F. (3) Given the product [C:37]([CH2:38][NH:43][C:19]([C:5]1[C:6](=[O:18])[N:7]([C:8]2[CH:9]=[CH:10][CH:11]=[C:12]([C:14]([F:17])([F:15])[F:16])[CH:13]=2)[C:2]([CH3:1])=[C:3]([C:22]2[N:23]([CH3:27])[N:24]=[CH:25][CH:26]=2)[CH:4]=1)=[O:21])#[N:36], predict the reactants needed to synthesize it. The reactants are: [CH3:1][C:2]1[N:7]([C:8]2[CH:13]=[C:12]([C:14]([F:17])([F:16])[F:15])[CH:11]=[CH:10][CH:9]=2)[C:6](=[O:18])[C:5]([C:19]([OH:21])=O)=[CH:4][C:3]=1[C:22]1[N:23]([CH3:27])[N:24]=[CH:25][CH:26]=1.CN(C(O[N:36]1N=[N:43][C:38]2C=CC=C[C:37]1=2)=[N+](C)C)C.F[P-](F)(F)(F)(F)F.CC(N(C)C)=O.Cl.NCC#N. (4) Given the product [CH3:24][C:10]1[C:3]2[C:2]([O:11][CH2:12][C:13]3[O:17][N:16]=[C:15]([C:18]4[CH:19]=[CH:20][CH:21]=[CH:22][CH:23]=4)[CH:14]=3)=[N:7][CH:6]=[N:5][C:4]=2[S:8][CH:9]=1, predict the reactants needed to synthesize it. The reactants are: Cl[C:2]1[C:3]2[CH:10]=[CH:9][S:8][C:4]=2[N:5]=[CH:6][N:7]=1.[OH:11][CH2:12][C:13]1[O:17][N:16]=[C:15]([C:18]2[CH:23]=[CH:22][CH:21]=[CH:20][CH:19]=2)[CH:14]=1.[CH2:24](N(CC)CC)C. (5) Given the product [Cl:33][C:28]1[CH:29]=[CH:30][CH:31]=[CH:32][C:27]=1[N:9]1[C:10]([C:12]2[S:13][C:14]([C:17]3[CH:22]=[CH:21][CH:20]=[C:19]([S:23]([CH3:26])(=[O:24])=[O:25])[CH:18]=3)=[CH:15][CH:16]=2)=[CH:11][C:7]([C:5]([OH:6])=[O:4])=[N:8]1, predict the reactants needed to synthesize it. The reactants are: [OH-].[Na+].C[O:4][C:5]([C:7]1[CH:11]=[C:10]([C:12]2[S:13][C:14]([C:17]3[CH:22]=[CH:21][CH:20]=[C:19]([S:23]([CH3:26])(=[O:25])=[O:24])[CH:18]=3)=[CH:15][CH:16]=2)[N:9]([C:27]2[CH:32]=[CH:31][CH:30]=[CH:29][C:28]=2[Cl:33])[N:8]=1)=[O:6]. (6) Given the product [CH:3]([C:2]1[CH:1]=[CH:12][C:11]2[O:6][CH2:7][CH2:8][O:9][C:10]=2[CH:15]=1)=[CH2:4], predict the reactants needed to synthesize it. The reactants are: [CH2:1]([Li])[CH2:2][CH2:3][CH3:4].[O:6]1[C:11]2[CH:12]=CC(C=O)=[CH:15][C:10]=2[O:9][CH2:8][CH2:7]1.